This data is from Forward reaction prediction with 1.9M reactions from USPTO patents (1976-2016). The task is: Predict the product of the given reaction. (1) Given the reactants [CH2:1]([N:3]([CH2:19][CH3:20])[C:4](=[O:18])[C:5]1[C:10]([CH:11]=[O:12])=[CH:9][CH:8]=[C:7]([F:13])[C:6]=1[Si:14]([CH3:17])([CH3:16])[CH3:15])[CH3:2].[BH4-].[Na+], predict the reaction product. The product is: [CH2:19]([N:3]([CH2:1][CH3:2])[C:4](=[O:18])[C:5]1[C:10]([CH2:11][OH:12])=[CH:9][CH:8]=[C:7]([F:13])[C:6]=1[Si:14]([CH3:16])([CH3:15])[CH3:17])[CH3:20]. (2) Given the reactants Cl[C:2]1[N:7]=[C:6]([NH:8][CH:9]([CH2:12][CH3:13])[CH2:10][CH3:11])[C:5]([N+:14]([O-:16])=[O:15])=[CH:4][CH:3]=1.C(=O)([O-])[O-].[K+].[K+].[CH3:23][NH:24][CH3:25], predict the reaction product. The product is: [CH3:23][N:24]([CH3:25])[C:2]1[N:7]=[C:6]([NH:8][CH:9]([CH2:12][CH3:13])[CH2:10][CH3:11])[C:5]([N+:14]([O-:16])=[O:15])=[CH:4][CH:3]=1. (3) Given the reactants Br[CH2:2][CH2:3][CH2:4][CH2:5][O:6][C:7]1[CH:22]=[CH:21][C:10]2[C:11]([C:14]3[CH:19]=[CH:18][C:17]([Cl:20])=[CH:16][CH:15]=3)=[N:12][S:13][C:9]=2[CH:8]=1.[CH2:23]([NH:25][CH2:26][CH3:27])[CH3:24], predict the reaction product. The product is: [Cl:20][C:17]1[CH:18]=[CH:19][C:14]([C:11]2[C:10]3[CH:21]=[CH:22][C:7]([O:6][CH2:5][CH2:4][CH2:3][CH2:2][N:25]([CH2:26][CH3:27])[CH2:23][CH3:24])=[CH:8][C:9]=3[S:13][N:12]=2)=[CH:15][CH:16]=1. (4) Given the reactants [CH3:1][C:2]1[CH:19]=[CH:18][C:5]2[N:6]([C:12]3[CH:17]=[CH:16][CH:15]=[CH:14][CH:13]=3)[C:7]([C@@H:9]([NH2:11])[CH3:10])=[N:8][C:4]=2[CH:3]=1.Cl[C:21]1[N:29]=[CH:28][N:27]=[C:26]2[C:22]=1[N:23]=[CH:24][NH:25]2.CCN(C(C)C)C(C)C, predict the reaction product. The product is: [CH3:1][C:2]1[CH:19]=[CH:18][C:5]2[N:6]([C:12]3[CH:13]=[CH:14][CH:15]=[CH:16][CH:17]=3)[C:7]([C@@H:9]([NH:11][C:21]3[N:29]=[CH:28][N:27]=[C:26]4[C:22]=3[N:23]=[CH:24][NH:25]4)[CH3:10])=[N:8][C:4]=2[CH:3]=1. (5) Given the reactants [F:1][C:2]([F:13])([F:12])[O:3][C:4]1[CH:11]=[CH:10][C:7]([CH:8]=O)=[CH:6][CH:5]=1.[NH2:14][C:15]1[N:16]=[N:17][C:18]([CH3:21])=[CH:19][CH:20]=1.C([O:24][C:25](=O)[C:26]([OH:37])=[CH:27][C:28]([C:30]1[CH:31]=[N:32][C:33]([CH3:36])=[CH:34][CH:35]=1)=[O:29])C, predict the reaction product. The product is: [OH:37][C:26]1[C:25](=[O:24])[N:14]([C:15]2[N:16]=[N:17][C:18]([CH3:21])=[CH:19][CH:20]=2)[CH:8]([C:7]2[CH:10]=[CH:11][C:4]([O:3][C:2]([F:13])([F:12])[F:1])=[CH:5][CH:6]=2)[C:27]=1[C:28]([C:30]1[CH:31]=[N:32][C:33]([CH3:36])=[CH:34][CH:35]=1)=[O:29]. (6) Given the reactants [Br:1][C:2]1[CH:3]=[C:4]([CH2:21]O)[CH:5]=[CH:6][C:7]=1[O:8][CH2:9][C:10]1[N:11]=[C:12]([C:16]2[O:17][CH:18]=[CH:19][CH:20]=2)[O:13][C:14]=1[CH3:15].S(Cl)([Cl:25])=O, predict the reaction product. The product is: [Br:1][C:2]1[CH:3]=[C:4]([CH2:21][Cl:25])[CH:5]=[CH:6][C:7]=1[O:8][CH2:9][C:10]1[N:11]=[C:12]([C:16]2[O:17][CH:18]=[CH:19][CH:20]=2)[O:13][C:14]=1[CH3:15]. (7) Given the reactants [C:1]1([CH:7]2[S:12][CH2:11][CH2:10][CH2:9][S:8]2)[CH:6]=[CH:5][CH:4]=[CH:3][CH:2]=1.[Li]CCCC.[C:18]1([CH3:26])[CH:23]=[CH:22][CH:21]=[C:20]([CH:24]=[O:25])[CH:19]=1, predict the reaction product. The product is: [C:1]1([C:7]2([CH:24]([C:20]3[CH:19]=[C:18]([CH3:26])[CH:23]=[CH:22][CH:21]=3)[OH:25])[S:8][CH2:9][CH2:10][CH2:11][S:12]2)[CH:2]=[CH:3][CH:4]=[CH:5][CH:6]=1. (8) Given the reactants [F:1][C:2]1[CH:10]=[C:9]([CH3:11])[CH:8]=[CH:7][C:3]=1[C:4]([OH:6])=[O:5].OS(O)(=O)=O.[N+:17]([O-])([OH:19])=[O:18], predict the reaction product. The product is: [F:1][C:2]1[CH:10]=[C:9]([CH3:11])[C:8]([N+:17]([O-:19])=[O:18])=[CH:7][C:3]=1[C:4]([OH:6])=[O:5]. (9) Given the reactants [NH2:1][C:2]1[CH:3]=[C:4]2[C:8](=[CH:9][CH:10]=1)[NH:7][C:6](=[O:11])[C:5]2=[C:12]([C:14]1[NH:15][CH:16]=[CH:17][CH:18]=1)[CH3:13].[N:19]([CH2:22][C:23]([O:25][CH2:26][CH3:27])=[O:24])=[C:20]=[O:21].CO, predict the reaction product. The product is: [CH2:26]([O:25][C:23]([CH2:22][NH:19][C:20](=[O:21])[NH:1][C:2]1[CH:3]=[C:4]2[C:8](=[CH:9][CH:10]=1)[NH:7][C:6](=[O:11])[C:5]2=[C:12]([C:14]1[NH:15][CH:16]=[CH:17][CH:18]=1)[CH3:13])=[O:24])[CH3:27].